This data is from Catalyst prediction with 721,799 reactions and 888 catalyst types from USPTO. The task is: Predict which catalyst facilitates the given reaction. (1) Reactant: [F:1][C:2]1[CH:7]=[CH:6][C:5]([CH:8]([N:34]2[CH2:39][CH2:38][N:37]([CH:40]([CH3:42])[CH3:41])[CH2:36][CH2:35]2)[CH2:9][N:10]2[CH2:15][CH2:14][N:13]([CH2:16][CH2:17][CH2:18][C:19]([C:26](=O)[C:27]3[CH:32]=[CH:31][CH:30]=[CH:29][CH:28]=3)=[CH:20]N3CCCC3)[CH2:12][CH2:11]2)=[CH:4][CH:3]=1.Cl.[NH2:44][C:45]([NH2:47])=[NH:46].[OH-].[K+]. Product: [F:1][C:2]1[CH:7]=[CH:6][C:5]([CH:8]([N:34]2[CH2:35][CH2:36][N:37]([CH:40]([CH3:42])[CH3:41])[CH2:38][CH2:39]2)[CH2:9][N:10]2[CH2:15][CH2:14][N:13]([CH2:16][CH2:17][CH2:18][C:19]3[C:26]([C:27]4[CH:32]=[CH:31][CH:30]=[CH:29][CH:28]=4)=[N:46][C:45]([NH2:47])=[N:44][CH:20]=3)[CH2:12][CH2:11]2)=[CH:4][CH:3]=1. The catalyst class is: 8. (2) Reactant: P(Cl)(Cl)([Cl:3])=O.[C:6]([C:10]1[CH2:15][C:14](=O)[CH:13]=[CH:12][N:11]=1)([CH3:9])([CH3:8])[CH3:7]. Product: [Cl:3][C:14]1[CH:13]=[CH:12][N:11]=[C:10]([C:6]([CH3:9])([CH3:8])[CH3:7])[CH:15]=1. The catalyst class is: 22. (3) Reactant: [CH3:1][S:2]([C:5]1[N:10]=[C:9](S(C)(=O)=O)[C:8]([C:15]2[CH:20]=[CH:19][C:18]([Cl:21])=[CH:17][CH:16]=2)=[C:7]([C:22]2[CH:27]=[CH:26][C:25]([Cl:28])=[CH:24][C:23]=2[Cl:29])[N:6]=1)(=[O:4])=[O:3].C(O)C.CN.FC1C=C(C=CC=1F)CO[C:41]1N=C(NC)C(C2C=CC(Cl)=CC=2)=C(C2C=CC(Cl)=CC=2Cl)[N:42]=1. Product: [CH3:1][S:2]([C:5]1[N:10]=[C:9]([CH2:41][NH2:42])[C:8]([C:15]2[CH:20]=[CH:19][C:18]([Cl:21])=[CH:17][CH:16]=2)=[C:7]([C:22]2[CH:27]=[CH:26][C:25]([Cl:28])=[CH:24][C:23]=2[Cl:29])[N:6]=1)(=[O:3])=[O:4]. The catalyst class is: 10. (4) Reactant: C(OC([N:8]1[CH2:12][C@@H:11]([CH2:13][N:14]([CH:31]([CH3:33])[CH3:32])[C:15](=[O:30])[C:16]2[CH:21]=[CH:20][C:19]([O:22][CH3:23])=[C:18]([O:24][CH2:25][CH2:26][CH2:27][O:28][CH3:29])[CH:17]=2)[C@H:10]([NH2:34])[CH2:9]1)=O)(C)(C)C.[C:35]1(=O)[CH2:38][CH2:37][CH2:36]1.CC#N.O.CC#N. Product: [CH:35]1([NH:34][C@H:10]2[CH2:9][NH:8][CH2:12][C@@H:11]2[CH2:13][N:14]([CH:31]([CH3:32])[CH3:33])[C:15](=[O:30])[C:16]2[CH:21]=[CH:20][C:19]([O:22][CH3:23])=[C:18]([O:24][CH2:25][CH2:26][CH2:27][O:28][CH3:29])[CH:17]=2)[CH2:38][CH2:37][CH2:36]1. The catalyst class is: 6. (5) Reactant: [Cl:1][C:2]1[CH:7]=[CH:6][CH:5]=[CH:4][C:3]=1[C:8]1[CH:13]=[CH:12][C:11]([CH2:14][OH:15])=[C:10]([CH3:16])[CH:9]=1.C(N(C(C)C)CC)(C)C.[CH3:26][S:27](Cl)(=[O:29])=[O:28]. Product: [CH3:26][S:27]([O:15][CH2:14][C:11]1[CH:12]=[CH:13][C:8]([C:3]2[CH:4]=[CH:5][CH:6]=[CH:7][C:2]=2[Cl:1])=[CH:9][C:10]=1[CH3:16])(=[O:29])=[O:28]. The catalyst class is: 34. (6) Reactant: [N+](=[CH2:3])=[N-].[CH3:4][O:5][C:6]1[CH:11]=[CH:10][C:9]([C@@H:12]2[C@@H:17]([O:18][CH2:19][C:20]3[CH:21]=[CH:22][C:23]4[O:28][CH2:27][CH2:26][N:25]([CH2:29][CH2:30][CH2:31][O:32][CH3:33])[C:24]=4[CH:34]=3)[CH2:16][N:15]([S:35]([C:38]3[CH:43]=[CH:42][C:41]([CH3:44])=[CH:40][CH:39]=3)(=[O:37])=[O:36])[C@@H:14]([CH2:45][C:46]([OH:48])=[O:47])[CH2:13]2)=[CH:8][CH:7]=1. Product: [CH3:3][O:47][C:46](=[O:48])[CH2:45][C@H:14]1[CH2:13][C@H:12]([C:9]2[CH:8]=[CH:7][C:6]([O:5][CH3:4])=[CH:11][CH:10]=2)[C@@H:17]([O:18][CH2:19][C:20]2[CH:21]=[CH:22][C:23]3[O:28][CH2:27][CH2:26][N:25]([CH2:29][CH2:30][CH2:31][O:32][CH3:33])[C:24]=3[CH:34]=2)[CH2:16][N:15]1[S:35]([C:38]1[CH:43]=[CH:42][C:41]([CH3:44])=[CH:40][CH:39]=1)(=[O:36])=[O:37]. The catalyst class is: 798.